Task: Predict the product of the given reaction.. Dataset: Forward reaction prediction with 1.9M reactions from USPTO patents (1976-2016) (1) Given the reactants [CH3:1][O:2][C:3]1[CH:4]=[C:5]2[C:10](=[CH:11][C:12]=1[O:13][CH3:14])[N:9]=[CH:8][CH:7]=[C:6]2[O:15][C:16]1[CH:22]=[CH:21][C:19]([NH2:20])=[CH:18][CH:17]=1.Cl[C:24](Cl)([O:26][C:27](=[O:33])OC(Cl)(Cl)Cl)Cl.[C:35]1([C:41]2[CH:46]=[CH:45]C(O)=[CH:43][CH:42]=2)[CH:40]=[CH:39][CH:38]=[CH:37][CH:36]=1.C(=O)(O)[O-].[Na+], predict the reaction product. The product is: [CH3:1][O:2][C:3]1[CH:4]=[C:5]2[C:10](=[CH:11][C:12]=1[O:13][CH3:14])[N:9]=[CH:8][CH:7]=[C:6]2[O:15][C:16]1[CH:22]=[CH:21][C:19]([NH:20][C:27](=[O:33])[O:26][C:24]2[CH:43]=[CH:42][C:41]([C:35]3[CH:40]=[CH:39][CH:38]=[CH:37][CH:36]=3)=[CH:46][CH:45]=2)=[CH:18][CH:17]=1. (2) Given the reactants [Cl:1][C:2]1[CH:7]=[CH:6][C:5]([C:8]2[C:14]3[CH:15]=[C:16]([O:19][CH3:20])[CH:17]=[CH:18][C:13]=3[N:12]3[C:21]([CH3:24])=[N:22][N:23]=[C:11]3[C@H:10]([CH2:25][C:26]([OH:28])=[O:27])[N:9]=2)=[CH:4][CH:3]=1.O[CH:30]1[CH2:35][CH2:34][N:33](C(OC(C)(C)C)=O)[CH2:32][CH2:31]1.C(Cl)CCl, predict the reaction product. The product is: [NH:33]1[CH2:34][CH2:35][CH:30]([O:27][C:26](=[O:28])[CH2:25][C@@H:10]2[N:9]=[C:8]([C:5]3[CH:6]=[CH:7][C:2]([Cl:1])=[CH:3][CH:4]=3)[C:14]3[CH:15]=[C:16]([O:19][CH3:20])[CH:17]=[CH:18][C:13]=3[N:12]3[C:21]([CH3:24])=[N:22][N:23]=[C:11]23)[CH2:31][CH2:32]1.